Task: Predict the reactants needed to synthesize the given product.. Dataset: Full USPTO retrosynthesis dataset with 1.9M reactions from patents (1976-2016) (1) Given the product [F:9][C:10]1[CH:11]=[C:12]2[C:17](=[CH:18][C:19]=1[O:20][CH3:21])[C:16](=[O:22])[CH:15]([C:3]([O:6][CH3:7])=[O:8])[CH2:14][CH2:13]2, predict the reactants needed to synthesize it. The reactants are: [H-].[Na+].[C:3](=[O:8])([O:6][CH3:7])OC.[F:9][C:10]1[CH:11]=[C:12]2[C:17](=[CH:18][C:19]=1[O:20][CH3:21])[C:16](=[O:22])[CH2:15][CH2:14][CH2:13]2.C(O)(=O)C. (2) Given the product [C:24]([O:23][C:17]([N:8]1[CH2:9][C:10](=[O:16])[NH:11][C@@H:12]([CH2:14][OH:15])[CH2:13]1)=[O:28])([CH3:25])([CH3:26])[CH3:27], predict the reactants needed to synthesize it. The reactants are: C([N:8]1[CH2:13][CH:12]([CH2:14][OH:15])[NH:11][C:10](=[O:16])[CH2:9]1)C1C=CC=CC=1.[C:17](=[O:28])([O:23][C:24]([CH3:27])([CH3:26])[CH3:25])OC(C)(C)C.[H][H].